Dataset: Forward reaction prediction with 1.9M reactions from USPTO patents (1976-2016). Task: Predict the product of the given reaction. Given the reactants [BH4-].[Li+].CO.[H][H].C([O:9][C:10](=O)[C:11]([CH3:30])([CH3:29])[CH2:12][CH2:13][CH2:14][CH2:15][C:16](=[O:28])[CH2:17][CH2:18][CH2:19][CH2:20][CH2:21][C:22]([CH3:27])([CH3:26])[C:23](O)=[O:24])C.Cl.[Cl-].[NH4+], predict the reaction product. The product is: [CH3:29][C:11]([CH3:30])([CH2:12][CH2:13][CH2:14][CH2:15][CH:16]([OH:28])[CH2:17][CH2:18][CH2:19][CH2:20][CH2:21][C:22]([CH3:27])([CH3:26])[CH2:23][OH:24])[CH2:10][OH:9].